Dataset: Forward reaction prediction with 1.9M reactions from USPTO patents (1976-2016). Task: Predict the product of the given reaction. (1) The product is: [Cl:1][C:2]1[CH:3]=[C:4]([CH2:17][N:18]2[C:22]([CH3:23])=[CH:21][C:20]([C:24]([NH:26][CH2:27][C@H:28]([OH:35])[CH3:29])=[O:25])=[N:19]2)[C:5]2[O:9][C:8]([C:10]3[CH:11]=[CH:12][CH:13]=[CH:14][CH:15]=3)=[CH:7][C:6]=2[CH:16]=1. Given the reactants [Cl:1][C:2]1[CH:3]=[C:4]([CH2:17][N:18]2[C:22]([CH3:23])=[CH:21][C:20]([C:24]([NH:26][CH:27]3C[CH2:29][CH2:28]3)=[O:25])=[N:19]2)[C:5]2[O:9][C:8]([C:10]3[CH:15]=[CH:14][CH:13]=[CH:12][CH:11]=3)=[CH:7][C:6]=2[CH:16]=1.NC[C@H]([OH:35])C, predict the reaction product. (2) Given the reactants CC([CH:5]1[CH2:10][N:9]([CH2:11][CH:12]([F:24])[C:13]2[CH:22]=[CH:21][C:16]3[C:17](=[O:20])[O:18][CH2:19][C:15]=3[C:14]=2[CH3:23])[CH2:8][CH2:7][N:6]1C([O-])=O)(C)C.[ClH:28], predict the reaction product. The product is: [ClH:28].[F:24][CH:12]([C:13]1[CH:22]=[CH:21][C:16]2[C:17](=[O:20])[O:18][CH2:19][C:15]=2[C:14]=1[CH3:23])[CH2:11][N:9]1[CH2:10][CH2:5][NH:6][CH2:7][CH2:8]1. (3) Given the reactants [F:1][C:2]1[CH:3]=[C:4]([CH:6]=[CH:7][C:8]=1[N:9]1[CH2:14][CH2:13][S:12][CH2:11][CH2:10]1)[NH2:5].C[Al](C)C.N#N.[NH:21](/[C:25](/[CH3:31])=[CH:26]\[C:27](OC)=[O:28])[C:22]([CH3:24])=O, predict the reaction product. The product is: [F:1][C:2]1[CH:3]=[C:4]([N:5]2[C:27](=[O:28])[CH:26]=[C:25]([CH3:31])[N:21]=[C:22]2[CH3:24])[CH:6]=[CH:7][C:8]=1[N:9]1[CH2:10][CH2:11][S:12][CH2:13][CH2:14]1. (4) Given the reactants [CH3:1][O:2][C:3](=[O:19])[C@@H:4]([CH3:18])[CH2:5][C@H:6]([NH:10][C:11]([O:13][C:14]([CH3:17])([CH3:16])[CH3:15])=[O:12])[C:7]([OH:9])=O.[CH3:20][C:21]([NH2:30])([CH3:29])[CH2:22][C:23]1[CH:24]=[N:25][CH:26]=[CH:27][CH:28]=1, predict the reaction product. The product is: [CH3:1][O:2][C:3](=[O:19])[C@@H:4]([CH3:18])[CH2:5][C@H:6]([NH:10][C:11]([O:13][C:14]([CH3:17])([CH3:16])[CH3:15])=[O:12])[C:7](=[O:9])[NH:30][C:21]([CH3:29])([CH3:20])[CH2:22][C:23]1[CH:24]=[N:25][CH:26]=[CH:27][CH:28]=1. (5) Given the reactants [Cl:1][C:2]1[CH:3]=[C:4]([NH:9][C:10]2[C:19]3[C:14](=[CH:15][C:16]([O:23][CH2:24][CH2:25][O:26][CH3:27])=[C:17]([N+:20]([O-])=O)[CH:18]=3)[N:13]=[CH:12][N:11]=2)[CH:5]=[CH:6][C:7]=1[F:8], predict the reaction product. The product is: [Cl:1][C:2]1[CH:3]=[C:4]([NH:9][C:10]2[C:19]3[C:14](=[CH:15][C:16]([O:23][CH2:24][CH2:25][O:26][CH3:27])=[C:17]([NH2:20])[CH:18]=3)[N:13]=[CH:12][N:11]=2)[CH:5]=[CH:6][C:7]=1[F:8]. (6) Given the reactants [NH:1]1[C:9]2[C:4](=[N:5][CH:6]=[CH:7][CH:8]=2)[CH:3]=[C:2]1[C:10]([NH2:12])=[O:11].[Cl:13][C:14]1[C:19]([Cl:20])=[CH:18][CH:17]=[CH:16][C:15]=1[S:21][S:21][C:15]1[CH:16]=[CH:17][CH:18]=[C:19]([Cl:20])[C:14]=1[Cl:13], predict the reaction product. The product is: [Cl:13][C:14]1[C:19]([Cl:20])=[CH:18][CH:17]=[CH:16][C:15]=1[S:21][C:3]1[C:4]2=[N:5][CH:6]=[CH:7][CH:8]=[C:9]2[NH:1][C:2]=1[C:10]([NH2:12])=[O:11]. (7) Given the reactants C(N)(C)(C)C.[CH3:6][C@@H:7]([CH2:11][C:12]1[CH:17]=[CH:16][CH:15]=[CH:14][CH:13]=1)[C:8]([OH:10])=[O:9].C(=O)=O.C1(/C(=C\C2C=CC=CC=2)/C(O)=O)C=CC=CC=1, predict the reaction product. The product is: [CH3:6][C@H:7]([CH2:11][C:12]1[CH:17]=[CH:16][CH:15]=[CH:14][CH:13]=1)[C:8]([OH:10])=[O:9].